From a dataset of Full USPTO retrosynthesis dataset with 1.9M reactions from patents (1976-2016). Predict the reactants needed to synthesize the given product. The reactants are: [F:1][C:2]1[CH:38]=[C:37]([F:39])[CH:36]=[CH:35][C:3]=1[O:4][C:5]1[C:13]2[N:12]=[N:11][NH:10][C:9]=2[CH:8]=[CH:7][C:6]=1[C:14]1[C:15]2[CH:24]=[CH:23][N:22](S(C3C=CC(C)=CC=3)(=O)=O)[C:16]=2[C:17](=[O:21])[N:18]([CH3:20])[CH:19]=1.[OH-].[Na+].O. Given the product [F:1][C:2]1[CH:38]=[C:37]([F:39])[CH:36]=[CH:35][C:3]=1[O:4][C:5]1[C:13]2[N:12]=[N:11][NH:10][C:9]=2[CH:8]=[CH:7][C:6]=1[C:14]1[C:15]2[CH:24]=[CH:23][NH:22][C:16]=2[C:17](=[O:21])[N:18]([CH3:20])[CH:19]=1, predict the reactants needed to synthesize it.